From a dataset of Full USPTO retrosynthesis dataset with 1.9M reactions from patents (1976-2016). Predict the reactants needed to synthesize the given product. (1) Given the product [CH3:1][O:2][C:3](=[O:4])[NH:5][CH:6]([C:7]([N:71]1[CH2:72][CH:73]([C:75]#[N:76])[CH2:74][CH:70]1[C:67]1[NH:66][C:65]([C:62]2[CH:63]=[CH:64][C:59]([C:54]3[CH:53]=[CH:52][C:51]4[C:56](=[CH:57][CH:58]=[C:49]([C:46]5[NH:45][C:44]([CH:43]6[CH2:42][C:39]7([CH2:41][CH2:40]7)[CH2:38][N:37]6[C:35](=[O:36])[CH:31]([NH:30][C:29]([O:28][CH3:27])=[O:77])[CH:32]([CH3:34])[CH3:33])=[N:48][CH:47]=5)[CH:50]=4)[CH:55]=3)=[CH:60][CH:61]=2)=[CH:69][N:68]=1)=[O:9])[C:10]([CH3:13])([CH3:12])[CH3:11], predict the reactants needed to synthesize it. The reactants are: [CH3:1][O:2][C:3]([NH:5][CH:6]([C:10]([CH3:13])([CH3:12])[CH3:11])[C:7]([OH:9])=O)=[O:4].C1C=CC2N(O)N=NC=2C=1.Cl.Cl.Cl.[CH3:27][O:28][C:29](=[O:77])[NH:30][CH:31]([C:35]([N:37]1[CH:43]([C:44]2[NH:45][C:46]([C:49]3[CH:58]=[CH:57][C:56]4[C:51](=[CH:52][CH:53]=[C:54]([C:59]5[CH:64]=[CH:63][C:62]([C:65]6[NH:66][C:67]([CH:70]7[CH2:74][CH:73]([C:75]#[N:76])[CH2:72][NH:71]7)=[N:68][CH:69]=6)=[CH:61][CH:60]=5)[CH:55]=4)[CH:50]=3)=[CH:47][N:48]=2)[CH2:42][C:39]2([CH2:41][CH2:40]2)[CH2:38]1)=[O:36])[CH:32]([CH3:34])[CH3:33].CN1CCOCC1. (2) Given the product [C:1]([O:5][C:6]([N:8]1[C@@H:9]([CH2:35][CH2:36][CH2:37][OH:50])[CH2:10][O:11][CH2:12][C@H:13]1[CH2:14][N:15]([C:25]([O:27][CH2:28][C:29]1[CH:34]=[CH:33][CH:32]=[CH:31][CH:30]=1)=[O:26])[C@H:16]([C:18]([O:20][C:21]([CH3:24])([CH3:23])[CH3:22])=[O:19])[CH3:17])=[O:7])([CH3:2])([CH3:3])[CH3:4], predict the reactants needed to synthesize it. The reactants are: [C:1]([O:5][C:6]([N:8]1[C@H:13]([CH2:14][N:15]([C:25]([O:27][CH2:28][C:29]2[CH:34]=[CH:33][CH:32]=[CH:31][CH:30]=2)=[O:26])[C@H:16]([C:18]([O:20][C:21]([CH3:24])([CH3:23])[CH3:22])=[O:19])[CH3:17])[CH2:12][O:11][CH2:10][C@@H:9]1[CH2:35][CH:36]=[CH2:37])=[O:7])([CH3:4])([CH3:3])[CH3:2].C12BC(CCC1)CCC2.CO.B1([O-])O[O:50]1.O.O.O.O.[Na+]. (3) Given the product [CH2:7]([O:9][C:10]1[CH:23]=[CH:22][C:13](/[CH:14]=[C:15]2/[C:16](=[O:21])[N:17]([CH2:25][CH2:26][CH2:27][NH:28][C:29](=[O:35])[O:30][C:31]([CH3:34])([CH3:33])[CH3:32])[C:18](=[O:20])[S:19]/2)=[CH:12][CH:11]=1)[CH3:8], predict the reactants needed to synthesize it. The reactants are: C(=O)([O-])[O-].[K+].[K+].[CH2:7]([O:9][C:10]1[CH:23]=[CH:22][C:13](/[CH:14]=[C:15]2/[C:16](=[O:21])[NH:17][C:18](=[O:20])[S:19]/2)=[CH:12][CH:11]=1)[CH3:8].Br[CH2:25][CH2:26][CH2:27][NH:28][C:29](=[O:35])[O:30][C:31]([CH3:34])([CH3:33])[CH3:32]. (4) The reactants are: [Li+].[OH-].[CH3:3][O:4][C:5]1[CH:19]=[CH:18][C:8]([CH2:9][N:10]2[CH:14]=[C:13]([C:15]([O-:17])=[O:16])[CH:12]=[N:11]2)=[CH:7][CH:6]=1. Given the product [CH3:3][O:4][C:5]1[CH:6]=[CH:7][C:8]([CH2:9][N:10]2[CH:14]=[C:13]([C:15]([OH:17])=[O:16])[CH:12]=[N:11]2)=[CH:18][CH:19]=1, predict the reactants needed to synthesize it. (5) Given the product [NH2:8][C:9]1[CH:33]=[CH:32][C:12]([O:13][C:14]2[CH:19]=[CH:18][N:17]=[C:16]([NH:20][CH2:21][CH3:22])[CH:15]=2)=[CH:11][C:10]=1[F:34], predict the reactants needed to synthesize it. The reactants are: FC(F)(F)C(O)=O.[NH2:8][C:9]1[CH:33]=[CH:32][C:12]([O:13][C:14]2[CH:19]=[CH:18][N:17]=[C:16]([N:20](CC)[CH2:21][C:22]3C=CC(OC)=CC=3)[CH:15]=2)=[CH:11][C:10]=1[F:34].Cl.O.